Regression. Given two drug SMILES strings and cell line genomic features, predict the synergy score measuring deviation from expected non-interaction effect. From a dataset of NCI-60 drug combinations with 297,098 pairs across 59 cell lines. (1) Drug 1: CC(C1=C(C=CC(=C1Cl)F)Cl)OC2=C(N=CC(=C2)C3=CN(N=C3)C4CCNCC4)N. Drug 2: C1CNP(=O)(OC1)N(CCCl)CCCl. Cell line: HOP-62. Synergy scores: CSS=-2.76, Synergy_ZIP=-0.241, Synergy_Bliss=-4.40, Synergy_Loewe=-4.94, Synergy_HSA=-6.05. (2) Drug 1: C1=CN(C=N1)CC(O)(P(=O)(O)O)P(=O)(O)O. Drug 2: CC1=C(N=C(N=C1N)C(CC(=O)N)NCC(C(=O)N)N)C(=O)NC(C(C2=CN=CN2)OC3C(C(C(C(O3)CO)O)O)OC4C(C(C(C(O4)CO)O)OC(=O)N)O)C(=O)NC(C)C(C(C)C(=O)NC(C(C)O)C(=O)NCCC5=NC(=CS5)C6=NC(=CS6)C(=O)NCCC[S+](C)C)O. Cell line: M14. Synergy scores: CSS=13.7, Synergy_ZIP=-4.56, Synergy_Bliss=1.72, Synergy_Loewe=-5.70, Synergy_HSA=1.30. (3) Drug 1: CC12CCC(CC1=CCC3C2CCC4(C3CC=C4C5=CN=CC=C5)C)O. Drug 2: CS(=O)(=O)C1=CC(=C(C=C1)C(=O)NC2=CC(=C(C=C2)Cl)C3=CC=CC=N3)Cl. Cell line: M14. Synergy scores: CSS=1.22, Synergy_ZIP=1.03, Synergy_Bliss=3.21, Synergy_Loewe=-2.21, Synergy_HSA=-0.417. (4) Drug 1: CC1=C2C(C(=O)C3(C(CC4C(C3C(C(C2(C)C)(CC1OC(=O)C(C(C5=CC=CC=C5)NC(=O)C6=CC=CC=C6)O)O)OC(=O)C7=CC=CC=C7)(CO4)OC(=O)C)O)C)OC(=O)C. Drug 2: CC1C(C(CC(O1)OC2CC(CC3=C2C(=C4C(=C3O)C(=O)C5=C(C4=O)C(=CC=C5)OC)O)(C(=O)CO)O)N)O.Cl. Cell line: NCI/ADR-RES. Synergy scores: CSS=5.65, Synergy_ZIP=0.645, Synergy_Bliss=2.04, Synergy_Loewe=-0.904, Synergy_HSA=-1.35. (5) Drug 1: C1C(C(OC1N2C=NC3=C(N=C(N=C32)Cl)N)CO)O. Drug 2: CCCCC(=O)OCC(=O)C1(CC(C2=C(C1)C(=C3C(=C2O)C(=O)C4=C(C3=O)C=CC=C4OC)O)OC5CC(C(C(O5)C)O)NC(=O)C(F)(F)F)O. Cell line: SK-MEL-5. Synergy scores: CSS=68.4, Synergy_ZIP=-5.59, Synergy_Bliss=-1.34, Synergy_Loewe=-0.666, Synergy_HSA=0.312. (6) Drug 1: COC1=NC(=NC2=C1N=CN2C3C(C(C(O3)CO)O)O)N. Drug 2: C#CCC(CC1=CN=C2C(=N1)C(=NC(=N2)N)N)C3=CC=C(C=C3)C(=O)NC(CCC(=O)O)C(=O)O. Cell line: BT-549. Synergy scores: CSS=24.3, Synergy_ZIP=-7.42, Synergy_Bliss=-8.14, Synergy_Loewe=-2.62, Synergy_HSA=-0.277. (7) Drug 1: CCC1=CC2CC(C3=C(CN(C2)C1)C4=CC=CC=C4N3)(C5=C(C=C6C(=C5)C78CCN9C7C(C=CC9)(C(C(C8N6C)(C(=O)OC)O)OC(=O)C)CC)OC)C(=O)OC.C(C(C(=O)O)O)(C(=O)O)O. Drug 2: C1CC(C1)(C(=O)O)C(=O)O.[NH2-].[NH2-].[Pt+2]. Cell line: SF-268. Synergy scores: CSS=32.9, Synergy_ZIP=1.14, Synergy_Bliss=2.22, Synergy_Loewe=-9.23, Synergy_HSA=6.02. (8) Drug 1: CC1=C(C=C(C=C1)NC2=NC=CC(=N2)N(C)C3=CC4=NN(C(=C4C=C3)C)C)S(=O)(=O)N.Cl. Drug 2: CCC(=C(C1=CC=CC=C1)C2=CC=C(C=C2)OCCN(C)C)C3=CC=CC=C3.C(C(=O)O)C(CC(=O)O)(C(=O)O)O. Cell line: SK-MEL-2. Synergy scores: CSS=-8.14, Synergy_ZIP=2.54, Synergy_Bliss=-0.0538, Synergy_Loewe=-3.92, Synergy_HSA=-3.88. (9) Drug 1: C1=NC2=C(N1)C(=S)N=C(N2)N. Drug 2: CC1=C(C(CCC1)(C)C)C=CC(=CC=CC(=CC(=O)O)C)C. Cell line: OVCAR-8. Synergy scores: CSS=8.03, Synergy_ZIP=-0.596, Synergy_Bliss=-1.33, Synergy_Loewe=-9.39, Synergy_HSA=-1.07.